This data is from Catalyst prediction with 721,799 reactions and 888 catalyst types from USPTO. The task is: Predict which catalyst facilitates the given reaction. (1) Reactant: [NH2:1][C:2]1[C:11]([C:12]([O:14][CH2:15][CH:16]=[CH2:17])=[O:13])=[C:5]2[NH:6][C:7](=[O:10])[CH:8]=[CH:9][N:4]2[N:3]=1.N1C[CH2:20][CH2:21][N:22]2[CH2:28]CCCC[C:23]=12.N1(O[P+](N2CCCC2)(N2CCCC2)N2CCCC2)C2C=CC=CC=2N=N1.CN(C)CCO.C(=O)([O-])[O-].[Cs+].[Cs+]. Product: [NH2:1][C:2]1[C:11]([C:12]([O:14][CH2:15][CH:16]=[CH2:17])=[O:13])=[C:5]2[N:6]=[C:7]([O:10][CH2:20][CH2:21][N:22]([CH3:28])[CH3:23])[CH:8]=[CH:9][N:4]2[N:3]=1. The catalyst class is: 23. (2) Reactant: [CH3:1][C:2]1[N:3]=[C:4]([NH2:7])[S:5][CH:6]=1.[CH:8]1([C:11](Cl)=[O:12])[CH2:10][CH2:9]1.O. Product: [CH3:1][C:2]1[N:3]=[C:4]([NH:7][C:11]([CH:8]2[CH2:10][CH2:9]2)=[O:12])[S:5][CH:6]=1. The catalyst class is: 17. (3) Reactant: [CH3:1][S:2]([C:5]1[CH:10]=[CH:9][C:8]([OH:11])=[CH:7][CH:6]=1)(=[O:4])=[O:3].Cl[C:13]1[N:18]=[CH:17][N:16]=[C:15]2[N:19]([CH:22]3[CH2:27][CH2:26][N:25]([C:28]4[O:32][N:31]=[C:30]([CH:33]([CH3:35])[CH3:34])[N:29]=4)[CH2:24][CH2:23]3)[N:20]=[CH:21][C:14]=12.C(=O)([O-])[O-].[K+].[K+]. Product: [CH3:1][S:2]([C:5]1[CH:10]=[CH:9][C:8]([O:11][C:21]2[C:14]3[C:15](=[N:16][CH:17]=[N:18][CH:13]=3)[N:19]([CH:22]3[CH2:23][CH2:24][N:25]([C:28]4[O:32][N:31]=[C:30]([CH:33]([CH3:35])[CH3:34])[N:29]=4)[CH2:26][CH2:27]3)[N:20]=2)=[CH:7][CH:6]=1)(=[O:3])=[O:4]. The catalyst class is: 3. (4) Reactant: [N+:1]([C:4]1[C:5]([NH2:14])=[N:6][C:7]2[CH2:8][CH2:9][CH2:10][CH2:11][C:12]=2[CH:13]=1)([O-])=O.[H][H]. Product: [N:6]1[C:7]2[CH2:8][CH2:9][CH2:10][CH2:11][C:12]=2[CH:13]=[C:4]([NH2:1])[C:5]=1[NH2:14]. The catalyst class is: 5. (5) Reactant: [OH:1][CH:2]1[CH2:7][CH2:6][N:5]([C:8]([O:10][C:11]([CH3:14])([CH3:13])[CH3:12])=[O:9])[CH2:4][CH2:3]1.C(N(CC)CC)C.[S:22](Cl)([CH3:25])(=[O:24])=[O:23]. Product: [CH3:25][S:22]([O:1][CH:2]1[CH2:3][CH2:4][N:5]([C:8]([O:10][C:11]([CH3:14])([CH3:13])[CH3:12])=[O:9])[CH2:6][CH2:7]1)(=[O:24])=[O:23]. The catalyst class is: 1. (6) Reactant: [CH3:1][O:2][C:3](=[O:12])[C:4]1[CH:9]=[CH:8][C:7](I)=[CH:6][C:5]=1[OH:11].C(=O)([O-])[O-].[Na+].[Na+].CO[CH2:21][CH2:22]OC. Product: [OH:11][C:5]1[CH:6]=[C:7]([CH:21]=[CH2:22])[CH:8]=[CH:9][C:4]=1[C:3]([OH:2])=[O:12].[CH3:1][O:2][C:3](=[O:12])[C:4]1[CH:9]=[CH:8][C:7]([CH:21]=[CH2:22])=[CH:6][C:5]=1[OH:11]. The catalyst class is: 492.